This data is from Full USPTO retrosynthesis dataset with 1.9M reactions from patents (1976-2016). The task is: Predict the reactants needed to synthesize the given product. (1) Given the product [CH2:1]([N:8]1[CH2:14][C@@H:13]2[C@H:9]1[CH2:10][CH2:11][N:12]2[C:19]1[CH:18]=[N:17][C:16]([Cl:15])=[CH:21][CH:20]=1)[C:2]1[CH:3]=[CH:4][CH:5]=[CH:6][CH:7]=1, predict the reactants needed to synthesize it. The reactants are: [CH2:1]([N:8]1[CH2:14][C@@H:13]2[C@H:9]1[CH2:10][CH2:11][NH:12]2)[C:2]1[CH:7]=[CH:6][CH:5]=[CH:4][CH:3]=1.[Cl:15][C:16]1[CH:21]=[CH:20][C:19](I)=[CH:18][N:17]=1.CC(C)([O-])C.[Na+]. (2) Given the product [NH2:19][C:8]1[N:7]=[C:6]([C:2]2[O:1][CH:5]=[CH:4][CH:3]=2)[C:11]([C:12]2[CH:17]=[CH:16][N:15]=[CH:14][CH:13]=2)=[CH:10][C:9]=1[NH:18][C:30]([CH:27]1[CH2:29][CH2:28]1)=[O:31], predict the reactants needed to synthesize it. The reactants are: [O:1]1[CH:5]=[CH:4][CH:3]=[C:2]1[C:6]1[C:11]([C:12]2[CH:17]=[CH:16][N:15]=[CH:14][CH:13]=2)=[CH:10][C:9]([NH2:18])=[C:8]([NH2:19])[N:7]=1.C(N(CC)CC)C.[CH:27]1([C:30](Cl)=[O:31])[CH2:29][CH2:28]1. (3) Given the product [CH2:16]([C@@:9]1([C:13]([OH:15])=[O:14])[CH2:10][CH2:11][CH2:12][N:8]1[C:6]([OH:7])=[O:5])[C:17]1[CH:22]=[CH:21][CH:20]=[CH:19][CH:18]=1, predict the reactants needed to synthesize it. The reactants are: C([O:5][C:6]([N:8]1[CH2:12][CH2:11][CH2:10][C@@:9]1([CH2:16][C:17]1[CH:22]=[CH:21][CH:20]=[CH:19][CH:18]=1)[C:13]([OH:15])=[O:14])=[O:7])(C)(C)C.[Si](C=[N+]=[N-])(C)(C)C. (4) Given the product [NH2:44][C:41]1[N:42]=[CH:43][C:38]([C:2]2[CH:3]=[C:4]([CH:27]=[CH:28][CH:29]=2)[O:5][C@H:6]([C:8]2[CH:26]=[CH:25][C:11]([C:12]([NH:14][CH2:15][C:16]3[C:17]([OH:24])=[N:18][C:19]([CH3:23])=[CH:20][C:21]=3[CH3:22])=[O:13])=[CH:10][CH:9]=2)[CH3:7])=[CH:39][N:40]=1, predict the reactants needed to synthesize it. The reactants are: Br[C:2]1[CH:3]=[C:4]([CH:27]=[CH:28][CH:29]=1)[O:5][C@H:6]([C:8]1[CH:26]=[CH:25][C:11]([C:12]([NH:14][CH2:15][C:16]2[C:17]([OH:24])=[N:18][C:19]([CH3:23])=[CH:20][C:21]=2[CH3:22])=[O:13])=[CH:10][CH:9]=1)[CH3:7].CC1(C)C(C)(C)OB([C:38]2[CH:39]=[N:40][C:41]([NH2:44])=[N:42][CH:43]=2)O1.C(=O)([O-])[O-].[Na+].[Na+]. (5) Given the product [Br:1][C:2]1[C:10]2[C:5](=[N:6][CH:7]=[C:8]([F:11])[CH:9]=2)[N:4]([S:14]([C:17]2[CH:23]=[CH:22][C:20]([CH3:21])=[CH:19][CH:18]=2)(=[O:16])=[O:15])[CH:3]=1, predict the reactants needed to synthesize it. The reactants are: [Br:1][C:2]1[C:10]2[C:5](=[N:6][CH:7]=[C:8]([F:11])[CH:9]=2)[NH:4][CH:3]=1.[H-].[Na+].[S:14](Cl)([C:17]1[CH:23]=[CH:22][C:20]([CH3:21])=[CH:19][CH:18]=1)(=[O:16])=[O:15].O. (6) Given the product [CH3:1][O:2][C:3]1[CH:8]=[CH:7][CH:6]=[CH:5][C:4]=1[CH2:9][CH2:10][NH2:14], predict the reactants needed to synthesize it. The reactants are: [CH3:1][O:2][C:3]1[CH:8]=[CH:7][CH:6]=[CH:5][C:4]=1[CH2:9][C:10](O)=O.C[NH2:14]. (7) Given the product [Si:8]([O:15][CH:16]1[CH2:33][N:21]2[C:22]3[C:31]4[C:26](=[CH:27][CH:28]=[CH:29][CH:30]=4)[N:25]=[CH:24][C:23]=3[N:32]=[C:20]2[CH2:19][NH:18][CH2:17]1)([C:11]([CH3:12])([CH3:13])[CH3:14])([CH3:10])[CH3:9], predict the reactants needed to synthesize it. The reactants are: FC(F)(F)C(O)=O.[Si:8]([O:15][CH:16]1[CH2:33][N:21]2[C:22]3[C:31]4[C:26](=[CH:27][CH:28]=[CH:29][CH:30]=4)[N:25]=[CH:24][C:23]=3[N:32]=[C:20]2[CH2:19][N:18](C(OC(C)(C)C)=O)[CH2:17]1)([C:11]([CH3:14])([CH3:13])[CH3:12])([CH3:10])[CH3:9]. (8) The reactants are: [NH2:1][C:2]1[C:7]([C:8]([NH2:10])=[O:9])=[C:6]([N:11]2[CH2:16][CH2:15][CH:14]([C:17]3[N:18]([CH3:33])[CH:19]=[C:20]([C:22]4[CH:27]=[CH:26][C:25]([F:28])=[C:24]([C:29]([F:32])([F:31])[F:30])[CH:23]=4)[N:21]=3)[CH2:13][CH2:12]2)[N:5]=[CH:4][N:3]=1.NC1C(C#N)=C(N2CCC(C3N(C[CH2:66][NH:67][C:68]([CH3:71])([CH3:70])[CH3:69])C=C(C4C=CC(F)=C(C(F)(F)F)C=4)N=3)CC2)N=CN=1. Given the product [NH2:1][C:2]1[C:7]([C:8]([NH2:10])=[O:9])=[C:6]([N:11]2[CH2:16][CH2:15][CH:14]([C:17]3[N:18]([CH2:33][CH2:66][NH:67][C:68]([CH3:71])([CH3:70])[CH3:69])[CH:19]=[C:20]([C:22]4[CH:27]=[CH:26][C:25]([F:28])=[C:24]([C:29]([F:32])([F:31])[F:30])[CH:23]=4)[N:21]=3)[CH2:13][CH2:12]2)[N:5]=[CH:4][N:3]=1, predict the reactants needed to synthesize it.